From a dataset of Peptide-MHC class I binding affinity with 185,985 pairs from IEDB/IMGT. Regression. Given a peptide amino acid sequence and an MHC pseudo amino acid sequence, predict their binding affinity value. This is MHC class I binding data. The peptide sequence is ERYFRIHSL. The MHC is HLA-B14:02 with pseudo-sequence HLA-B14:02. The binding affinity (normalized) is 0.811.